Dataset: Reaction yield outcomes from USPTO patents with 853,638 reactions. Task: Predict the reaction yield, written as a fraction of the theoretical maximum amount of product (1.0 means a 100% yield; for example, 0.34 means a 34% yield). The reactants are Cl[C:2]1[CH:3]=[C:4]([NH:21][C:22]2[CH:26]=[CH:25][N:24]([CH3:27])[N:23]=2)[C:5]2[N:6]([C:8]([C:11]([NH:13][C:14]3[CH:19]=[CH:18][N:17]=[CH:16][C:15]=3[F:20])=[O:12])=[CH:9][N:10]=2)[N:7]=1.[C@H:28]1([NH2:35])[CH2:33][CH2:32][C@H:31]([NH2:34])[CH2:30][CH2:29]1. The catalyst is CN1C(=O)CCC1. The product is [NH2:34][C@H:31]1[CH2:32][CH2:33][C@H:28]([NH:35][C:2]2[CH:3]=[C:4]([NH:21][C:22]3[CH:26]=[CH:25][N:24]([CH3:27])[N:23]=3)[C:5]3[N:6]([C:8]([C:11]([NH:13][C:14]4[CH:19]=[CH:18][N:17]=[CH:16][C:15]=4[F:20])=[O:12])=[CH:9][N:10]=3)[N:7]=2)[CH2:29][CH2:30]1. The yield is 0.400.